The task is: Predict the reactants needed to synthesize the given product.. This data is from Full USPTO retrosynthesis dataset with 1.9M reactions from patents (1976-2016). Given the product [O:18]([C:19]1[CH:20]=[C:21]2[C:25](=[CH:26][CH:27]=1)[N:24]([NH:28][C:14]([C:10]1[C:11]([CH3:13])=[N:12][C:7]([C:2]3[N:1]=[CH:6][CH:5]=[CH:4][N:3]=3)=[N:8][CH:9]=1)=[O:16])[CH:23]=[CH:22]2)[CH3:17], predict the reactants needed to synthesize it. The reactants are: [N:1]1[CH:6]=[CH:5][CH:4]=[N:3][C:2]=1[C:7]1[N:12]=[C:11]([CH3:13])[C:10]([C:14]([OH:16])=O)=[CH:9][N:8]=1.[CH3:17][O:18][C:19]1[CH:20]=[C:21]2[C:25](=[CH:26][CH:27]=1)[N:24]([NH2:28])[CH:23]=[CH:22]2.C[N+]1(C2N=C(OC)N=C(OC)N=2)CCOCC1.[Cl-].